From a dataset of Catalyst prediction with 721,799 reactions and 888 catalyst types from USPTO. Predict which catalyst facilitates the given reaction. (1) Reactant: [N:1]1[CH:6]=[CH:5][CH:4]=[CH:3][C:2]=1[CH:7]=[C:8]1[CH2:13][CH2:12][N:11]([C:14]([NH:16][C:17]2[CH:18]=[CH:19][C:20]([C:23]3[CH:31]=[CH:30][C:26]([C:27](O)=[O:28])=[CH:25][CH:24]=3)=[N:21][CH:22]=2)=[O:15])[CH2:10][CH2:9]1.C1N=CN(C(N2C=NC=C2)=O)C=1.[CH3:44][S:45]([NH2:48])(=[O:47])=[O:46].C1(C2CCCCCCCCCC=2)CCCCCCCCNN=1. Product: [CH3:44][S:45]([NH:48][C:27]([C:26]1[CH:30]=[CH:31][C:23]([C:20]2[N:21]=[CH:22][C:17]([NH:16][C:14]([N:11]3[CH2:10][CH2:9][C:8](=[CH:7][C:2]4[CH:3]=[CH:4][CH:5]=[CH:6][N:1]=4)[CH2:13][CH2:12]3)=[O:15])=[CH:18][CH:19]=2)=[CH:24][CH:25]=1)=[O:28])(=[O:47])=[O:46]. The catalyst class is: 20. (2) Reactant: [CH:1]1([S:6][CH:7]([C:11]2[CH:16]=[CH:15][CH:14]=[C:13]([Cl:17])[CH:12]=2)[C:8]([OH:10])=O)[CH2:5][CH2:4][CH2:3][CH2:2]1.[NH2:18][C:19]1[CH:24]=[CH:23][CH:22]=[CH:21][N:20]=1. The catalyst class is: 1. Product: [CH:1]1([S:6][CH:7]([C:11]2[CH:16]=[CH:15][CH:14]=[C:13]([Cl:17])[CH:12]=2)[C:8]([NH:18][C:19]2[CH:24]=[CH:23][CH:22]=[CH:21][N:20]=2)=[O:10])[CH2:2][CH2:3][CH2:4][CH2:5]1. (3) Reactant: [CH2:1]([C:3]1[N:7]([C:8]2[N:16]=[C:15]3[C:11]([N:12]=[C:13]([CH:18]=O)[N:14]3[CH3:17])=[C:10]([N:20]3[CH2:25][CH2:24][O:23][CH2:22][CH2:21]3)[N:9]=2)[C:6]2[CH:26]=[CH:27][CH:28]=[CH:29][C:5]=2[N:4]=1)[CH3:2].[NH:30]1[CH2:33][CH:32]([N:34]2[CH2:38][CH2:37][C@H:36]([OH:39])[CH2:35]2)[CH2:31]1.C(O[BH-](OC(=O)C)OC(=O)C)(=O)C.[Na+]. Product: [CH2:1]([C:3]1[N:7]([C:8]2[N:16]=[C:15]3[C:11]([N:12]=[C:13]([CH2:18][N:30]4[CH2:33][CH:32]([N:34]5[CH2:38][CH2:37][C@H:36]([OH:39])[CH2:35]5)[CH2:31]4)[N:14]3[CH3:17])=[C:10]([N:20]3[CH2:25][CH2:24][O:23][CH2:22][CH2:21]3)[N:9]=2)[C:6]2[CH:26]=[CH:27][CH:28]=[CH:29][C:5]=2[N:4]=1)[CH3:2]. The catalyst class is: 26. (4) Reactant: [F:1][C:2]1[CH:3]=[C:4]([CH:27]=[CH:28][C:29]=1[C:30]1[NH:34][C:33](=[O:35])[O:32][N:31]=1)[O:5][CH2:6][C:7]1[S:11][C:10]([C:12]2[CH:17]=[CH:16][C:15]([C:18]([F:21])([F:20])[F:19])=[CH:14][CH:13]=2)=[N:9][C:8]=1[CH2:22][O:23]C(=O)C.[OH-].[Na+]. Product: [F:1][C:2]1[CH:3]=[C:4]([O:5][CH2:6][C:7]2[S:11][C:10]([C:12]3[CH:17]=[CH:16][C:15]([C:18]([F:20])([F:21])[F:19])=[CH:14][CH:13]=3)=[N:9][C:8]=2[CH2:22][OH:23])[CH:27]=[CH:28][C:29]=1[C:30]1[NH:34][C:33](=[O:35])[O:32][N:31]=1. The catalyst class is: 5. (5) Reactant: [C:1]([C@@:4]1([OH:51])[CH2:21][C@H:20]([O:22][C@@H:23]2[O:29][C@@H:28]([CH3:30])[C@@H:26]([OH:27])[CH:25]([N+:31]3([O-])[CH2:36][CH2:35][O:34][C@H:33]([O:37][CH3:38])[CH2:32]3)[CH2:24]2)[C:19]2[C:18]([OH:40])=[C:17]3[C:8]([C:9](=[O:49])[C:10]4[CH:11]=[CH:12][CH:13]=[C:14]([NH:42][C:43](=[O:48])[C:44]([F:47])([F:46])[F:45])[C:15]=4[C:16]3=[O:41])=[C:7]([OH:50])[C:6]=2[CH2:5]1)(=[O:3])[CH3:2].C([O-])([O-])=O.[K+].[K+].N1C(Cl)=NC(Cl)=NC=1Cl.NCC(O)CO. Product: [C:1]([C@@:4]1([OH:51])[CH2:21][C@H:20]([O:22][C@@H:23]2[O:29][C@@H:28]([CH3:30])[C@H:26]3[O:27][C@H:32]4[N:31]([C@H:25]3[CH2:24]2)[CH2:36][CH2:35][O:34][C@@H:33]4[O:37][CH3:38])[C:19]2[C:18]([OH:40])=[C:17]3[C:8]([C:9](=[O:49])[C:10]4[CH:11]=[CH:12][CH:13]=[C:14]([NH:42][C:43](=[O:48])[C:44]([F:47])([F:46])[F:45])[C:15]=4[C:16]3=[O:41])=[C:7]([OH:50])[C:6]=2[CH2:5]1)(=[O:3])[CH3:2]. The catalyst class is: 144. (6) Reactant: [CH3:1][O:2][P:3]([CH2:7][CH2:8][C@@H:9]([OH:23])[CH2:10][C@@H:11]([OH:22])[CH2:12][NH:13][O:14][CH2:15][C:16]1[CH:21]=[CH:20][CH:19]=[CH:18][CH:17]=1)(=[O:6])[O:4][CH3:5].FC(F)(F)[CH2:26][O:27]C=O. The catalyst class is: 1. Product: [CH3:1][O:2][P:3]([CH2:7][CH2:8][C@@H:9]([OH:23])[CH2:10][C@@H:11]([OH:22])[CH2:12][N:13]([O:14][CH2:15][C:16]1[CH:17]=[CH:18][CH:19]=[CH:20][CH:21]=1)[CH:26]=[O:27])(=[O:6])[O:4][CH3:5]. (7) Product: [Cl:1][C:2]1[S:6][C:5]([C:7]([NH:18][CH:21]([C:23]2[CH:30]=[CH:29][C:26]([C:27]#[N:28])=[CH:25][CH:24]=2)[CH3:22])=[O:9])=[C:4]([CH2:10][C:11]2[CH:16]=[CH:15][CH:14]=[C:13]([Cl:17])[CH:12]=2)[CH:3]=1. Reactant: [Cl:1][C:2]1[S:6][C:5]([C:7]([OH:9])=O)=[C:4]([CH2:10][C:11]2[CH:16]=[CH:15][CH:14]=[C:13]([Cl:17])[CH:12]=2)[CH:3]=1.[N:18]([CH:21]([C:23]1[CH:30]=[CH:29][C:26]([C:27]#[N:28])=[CH:25][CH:24]=1)[CH3:22])=[N+]=[N-].C(C1C=CC(C#N)=CC=1)(=O)C.C1([Se][Se]C2C=CC=CC=2)C=CC=CC=1.C(P(CCCC)CCCC)CCC. The catalyst class is: 10. (8) Reactant: [CH3:1][O:2][C:3]1[CH:4]=[C:5]([C:9]2[CH:18]=[CH:17][C:12]3[N:13]=[C:14]([CH3:16])[S:15][C:11]=3[CH:10]=2)[CH:6]=[N:7][CH:8]=1.[Se](=O)=[O:20]. Product: [CH3:1][O:2][C:3]1[CH:4]=[C:5]([C:9]2[CH:18]=[CH:17][C:12]3[N:13]=[C:14]([CH:16]=[O:20])[S:15][C:11]=3[CH:10]=2)[CH:6]=[N:7][CH:8]=1. The catalyst class is: 346. (9) Reactant: C([O:5][C:6]([C:8]1[C:16]2[C:11](=[CH:12][CH:13]=[CH:14][CH:15]=2)[N:10]([CH2:17][C:18](=[O:35])[CH2:19][O:20][C:21]2[CH:26]=[CH:25][C:24]([CH2:27][CH2:28][CH2:29][CH2:30][CH2:31][CH2:32][CH2:33][CH3:34])=[CH:23][CH:22]=2)[CH:9]=1)=[O:7])(C)(C)C.FC(F)(F)C(O)=O. Product: [CH2:27]([C:24]1[CH:23]=[CH:22][C:21]([O:20][CH2:19][C:18](=[O:35])[CH2:17][N:10]2[C:11]3[C:16](=[CH:15][CH:14]=[CH:13][CH:12]=3)[C:8]([C:6]([OH:7])=[O:5])=[CH:9]2)=[CH:26][CH:25]=1)[CH2:28][CH2:29][CH2:30][CH2:31][CH2:32][CH2:33][CH3:34]. The catalyst class is: 4.